Dataset: Full USPTO retrosynthesis dataset with 1.9M reactions from patents (1976-2016). Task: Predict the reactants needed to synthesize the given product. (1) Given the product [CH3:24][C:15]1[CH:16]=[C:17]([N+:21]([O-:23])=[O:22])[C:18]([CH3:20])=[CH:19][C:14]=1[CH:2]1[CH2:5][N:4]([C:6]([O:8][C:9]([CH3:12])([CH3:11])[CH3:10])=[O:7])[CH2:3]1, predict the reactants needed to synthesize it. The reactants are: I[CH:2]1[CH2:5][N:4]([C:6]([O:8][C:9]([CH3:12])([CH3:11])[CH3:10])=[O:7])[CH2:3]1.Br[C:14]1[CH:19]=[C:18]([CH3:20])[C:17]([N+:21]([O-:23])=[O:22])=[CH:16][C:15]=1[CH3:24]. (2) Given the product [Br:24][CH2:25][CH2:26][CH2:27][CH2:28][O:17][C:14]1[CH:15]=[CH:16][C:9]2[C:8]([C:5]3[CH:6]=[CH:7][C:2]([Br:1])=[CH:3][CH:4]=3)=[CH:12][S:11][C:10]=2[CH:13]=1, predict the reactants needed to synthesize it. The reactants are: [Br:1][C:2]1[CH:7]=[CH:6][C:5]([C:8]2[C:9]3[CH:16]=[CH:15][C:14]([OH:17])=[CH:13][C:10]=3[S:11][CH:12]=2)=[CH:4][CH:3]=1.C([O-])([O-])=O.[K+].[K+].[Br:24][CH2:25][CH2:26][CH2:27][CH2:28]Br. (3) Given the product [Cl:23][CH2:19][C:13]1[N:14]=[C:15]([CH:16]([CH3:18])[CH3:17])[C:10]([C:3]2[CH:4]=[C:5]([O:8][CH3:9])[CH:6]=[CH:7][C:2]=2[F:1])=[N:11][CH:12]=1, predict the reactants needed to synthesize it. The reactants are: [F:1][C:2]1[CH:7]=[CH:6][C:5]([O:8][CH3:9])=[CH:4][C:3]=1[C:10]1[N:11]=[CH:12][C:13]([CH2:19]O)=[N:14][C:15]=1[CH:16]([CH3:18])[CH3:17].S(Cl)([Cl:23])=O. (4) Given the product [NH2:2][C:3]1[N:4]=[C:5]([S:10][CH2:15][C:14]2[CH:17]=[CH:18][CH:19]=[C:12]([Cl:11])[C:13]=2[F:20])[NH:6][C:7](=[O:9])[CH:8]=1, predict the reactants needed to synthesize it. The reactants are: O.[NH2:2][C:3]1[CH:8]=[C:7]([OH:9])[N:6]=[C:5]([SH:10])[N:4]=1.[Cl:11][C:12]1[C:13]([F:20])=[C:14]([CH:17]=[CH:18][CH:19]=1)[CH2:15]Br. (5) Given the product [Br:1][C:2]1[CH:3]=[C:4]([F:12])[CH:5]=[C:6]2[C:10]=1[CH:9]=[C:8]([CH3:11])[CH:7]2[Si:31]([CH:29]1[C:28]2[CH:27]=[CH:26][CH:25]=[CH:24][C:23]=2[C:22]2[C:30]1=[CH:18][CH:19]=[CH:20][CH:21]=2)([CH3:32])[CH3:33], predict the reactants needed to synthesize it. The reactants are: [Br:1][C:2]1[CH:3]=[C:4]([F:12])[CH:5]=[C:6]2[C:10]=1[CH2:9][C:8]([CH3:11])=[CH:7]2.[Li]CCCC.[CH:18]1[C:30]2[CH:29]([Si:31](Cl)([CH3:33])[CH3:32])[C:28]3[C:23](=[CH:24][CH:25]=[CH:26][CH:27]=3)[C:22]=2[CH:21]=[CH:20][CH:19]=1.O. (6) Given the product [Cl:1][C:2]1[N:3]=[C:4]2[CH:12]=[C:11]([Cl:13])[CH:10]=[N:9][C:5]2=[N:6][C:7]=1[N:17]1[CH2:16][CH2:15][N:14]([C:20]([O:22][C:23]([CH3:26])([CH3:25])[CH3:24])=[O:21])[CH2:19][CH2:18]1, predict the reactants needed to synthesize it. The reactants are: [Cl:1][C:2]1[N:3]=[C:4]2[CH:12]=[C:11]([Cl:13])[CH:10]=[N:9][C:5]2=[N:6][C:7]=1Cl.[N:14]1([C:20]([O:22][C:23]([CH3:26])([CH3:25])[CH3:24])=[O:21])[CH2:19][CH2:18][NH:17][CH2:16][CH2:15]1.[NH4+].[Cl-].